This data is from Peptide-MHC class I binding affinity with 185,985 pairs from IEDB/IMGT. The task is: Regression. Given a peptide amino acid sequence and an MHC pseudo amino acid sequence, predict their binding affinity value. This is MHC class I binding data. (1) The peptide sequence is RQRHYFDSA. The MHC is HLA-A66:01 with pseudo-sequence HLA-A66:01. The binding affinity (normalized) is 0.213. (2) The peptide sequence is GIYYSARRHRI. The MHC is Mamu-B52 with pseudo-sequence Mamu-B52. The binding affinity (normalized) is 0.453. (3) The peptide sequence is DSFAKQPQW. The MHC is HLA-B27:03 with pseudo-sequence HLA-B27:03. The binding affinity (normalized) is 0.0847. (4) The peptide sequence is KLTDWDFVV. The MHC is HLA-A02:17 with pseudo-sequence HLA-A02:17. The binding affinity (normalized) is 0.389. (5) The peptide sequence is FPKAGLLII. The MHC is HLA-B51:01 with pseudo-sequence HLA-B51:01. The binding affinity (normalized) is 0.838. (6) The peptide sequence is LPAEVRAAF. The MHC is HLA-B27:05 with pseudo-sequence HLA-B27:05. The binding affinity (normalized) is 0.0847. (7) The peptide sequence is DMDYHKILT. The MHC is HLA-A24:02 with pseudo-sequence HLA-A24:02. The binding affinity (normalized) is 0.232. (8) The peptide sequence is AISRLRTQK. The MHC is HLA-A02:01 with pseudo-sequence HLA-A02:01. The binding affinity (normalized) is 0.0847. (9) The peptide sequence is ALNSVANRSK. The MHC is HLA-A03:01 with pseudo-sequence HLA-A03:01. The binding affinity (normalized) is 0.746. (10) The peptide sequence is TTADHMHML. The MHC is HLA-B15:17 with pseudo-sequence HLA-B15:17. The binding affinity (normalized) is 0.452.